From a dataset of Reaction yield outcomes from USPTO patents with 853,638 reactions. Predict the reaction yield, written as a fraction of the theoretical maximum amount of product (1.0 means a 100% yield; for example, 0.34 means a 34% yield). The reactants are [F:1][C:2]([F:24])([F:23])[CH:3]([C:14]1[CH:19]=[C:18]([Cl:20])[C:17]([Cl:21])=[C:16]([Cl:22])[CH:15]=1)/[CH:4]=[CH:5]/[C:6]1[CH:11]=[CH:10][C:9]([O:12][NH2:13])=[CH:8][CH:7]=1.CCN=C=NCCCN(C)C.Cl.C1C=CC2N(O)N=NC=2C=1.CCN(C(C)C)C(C)C.[CH:56]1([C:59](O)=[O:60])[CH2:58][CH2:57]1. The catalyst is C(Cl)Cl.O. The product is [F:24][C:2]([F:1])([F:23])[CH:3]([C:14]1[CH:15]=[C:16]([Cl:22])[C:17]([Cl:21])=[C:18]([Cl:20])[CH:19]=1)/[CH:4]=[CH:5]/[C:6]1[CH:11]=[CH:10][C:9]([O:12][NH:13][C:59]([CH:56]2[CH2:58][CH2:57]2)=[O:60])=[CH:8][CH:7]=1. The yield is 0.340.